Dataset: Reaction yield outcomes from USPTO patents with 853,638 reactions. Task: Predict the reaction yield, written as a fraction of the theoretical maximum amount of product (1.0 means a 100% yield; for example, 0.34 means a 34% yield). (1) The yield is 0.0510. The catalyst is O.CC(=O)OCC.CS(C)=O. The product is [CH3:43][N:44]([CH3:45])[CH2:42]/[CH:41]=[CH:3]/[C:4]([NH:5][C:6]1[CH:7]=[C:8]2[C:13](=[CH:14][C:15]=1[O:16][C@H:17]1[CH2:21][CH2:20][O:19][CH2:18]1)[N:12]=[CH:11][N:10]=[C:9]2[NH:22][C:23]1[CH:28]=[CH:27][C:26]([O:29][C:30]2[CH:35]=[CH:34][CH:33]=[CH:32][CH:31]=2)=[CH:25][CH:24]=1)=[O:36]. The reactants are C([C:3]([CH2:41][CH3:42])(P(=O)([O-])[O-])[C:4](=[O:36])[NH:5][C:6]1[CH:7]=[C:8]2[C:13](=[CH:14][C:15]=1[O:16][C@H:17]1[CH2:21][CH2:20][O:19][CH2:18]1)[N:12]=[CH:11][N:10]=[C:9]2[NH:22][C:23]1[CH:28]=[CH:27][C:26]([O:29][C:30]2[CH:35]=[CH:34][CH:33]=[CH:32][CH:31]=2)=[CH:25][CH:24]=1)C.[CH3:43][N:44](C)[CH2:45]C(O)S([O-])(=O)=O.[Na+].[Li+].[Cl-].CC([O-])(C)C.[K+]. (2) The reactants are [F:1][C:2]1[CH:7]=[C:6]([I:8])[CH:5]=[CH:4][C:3]=1[N:9]1[C:14]2[N:15]([CH3:22])[C:16](=[O:21])[C:17]([CH3:20])=[C:18]([OH:19])[C:13]=2[C:12](=[O:23])[N:11]([CH2:24][C:25]2[CH:30]=[CH:29][C:28]([O:31][CH3:32])=[CH:27][CH:26]=2)[C:10]1=[O:33].N1C(C)=CC=CC=1C.[F:42][C:43]([F:56])([F:55])[S:44](O[S:44]([C:43]([F:56])([F:55])[F:42])(=[O:46])=[O:45])(=[O:46])=[O:45].C(=O)([O-])O.[Na+]. The catalyst is C(Cl)(Cl)Cl.C(O)(C)C. The product is [F:1][C:2]1[CH:7]=[C:6]([I:8])[CH:5]=[CH:4][C:3]=1[N:9]1[C:14]2[N:15]([CH3:22])[C:16](=[O:21])[C:17]([CH3:20])=[C:18]([O:19][S:44]([C:43]([F:56])([F:55])[F:42])(=[O:46])=[O:45])[C:13]=2[C:12](=[O:23])[N:11]([CH2:24][C:25]2[CH:26]=[CH:27][C:28]([O:31][CH3:32])=[CH:29][CH:30]=2)[C:10]1=[O:33]. The yield is 0.828. (3) The reactants are [CH3:1][C:2]1([CH3:33])[CH2:8][C:7](=[O:9])[CH2:6][CH2:5][C:4]([CH3:11])([CH3:10])[P:3]1[C:12]1[CH:17]=[CH:16][CH:15]=[CH:14][C:13]=1[C:18]1[C:23]([CH:24]([CH3:26])[CH3:25])=[CH:22][C:21]([CH:27]([CH3:29])[CH3:28])=[CH:20][C:19]=1[CH:30]([CH3:32])[CH3:31].B(F)(F)F.[CH3:38]COCC.C[Si](C=[N+]=[N-])(C)C. The catalyst is Cl. The product is [CH3:33][C:2]1([CH3:1])[CH2:8][C:7](=[O:9])[CH2:38][CH2:6][CH2:5][C:4]([CH3:11])([CH3:10])[P:3]1[C:12]1[CH:17]=[CH:16][CH:15]=[CH:14][C:13]=1[C:18]1[C:23]([CH:24]([CH3:25])[CH3:26])=[CH:22][C:21]([CH:27]([CH3:29])[CH3:28])=[CH:20][C:19]=1[CH:30]([CH3:31])[CH3:32]. The yield is 0.710. (4) The reactants are S(=O)(=O)(O)[OH:2].[Cl:6][C:7]1[CH:13]=[CH:12][CH:11]=[C:10]([Cl:14])[C:8]=1[NH2:9].OO.[OH-:17].[Na+]. The catalyst is [Cl-].C([N+](CCCCCCCC)(CCCCCCCC)C)CCCCCCC.C1(C)C=CC=CC=1.O[W](O)(=O)=O. The product is [Cl:6][C:7]1[CH:13]=[CH:12][CH:11]=[C:10]([Cl:14])[C:8]=1[N+:9]([O-:2])=[O:17]. The yield is 0.900. (5) The reactants are Br.Br[CH2:3][C:4]([C:6]1[CH:11]=[CH:10][N:9]=[CH:8][CH:7]=1)=O.[F:12][C:13]1[CH:14]=[C:15]([NH:19][C:20]([NH2:22])=[S:21])[CH:16]=[CH:17][CH:18]=1. No catalyst specified. The product is [F:12][C:13]1[CH:14]=[C:15]([NH:19][C:20]2[S:21][CH:3]=[C:4]([C:6]3[CH:11]=[CH:10][N:9]=[CH:8][CH:7]=3)[N:22]=2)[CH:16]=[CH:17][CH:18]=1. The yield is 0.710. (6) The reactants are [Cl:1][C:2]1[C:3]([CH2:14][C:15]#[N:16])=[C:4]([C:10]([Cl:13])=[CH:11][CH:12]=1)[C:5](OCC)=[O:6].[BH4-].[Na+]. The catalyst is C(O)C.O.O.O.O.O.O.[Co](Cl)Cl. The product is [Cl:1][C:2]1[CH:12]=[CH:11][C:10]([Cl:13])=[C:4]2[C:3]=1[CH2:14][CH2:15][NH:16][C:5]2=[O:6]. The yield is 0.390.